Dataset: Full USPTO retrosynthesis dataset with 1.9M reactions from patents (1976-2016). Task: Predict the reactants needed to synthesize the given product. Given the product [CH3:1][O:2][C:3]([C:5]1[CH:10]=[CH:9][C:8]([C:11]2[C:12]([CH3:58])([CH3:57])[C@H:13]3[C@:26]([CH3:29])([CH2:27][CH:28]=2)[C@@H:25]2[C@:16]([CH3:56])([C@@:17]4([CH3:55])[C@H:22]([CH2:23][CH2:24]2)[C@H:21]2[C@H:30]([C:33]([CH2:35][O:36][CH2:37][CH2:38][N:39]5[CH2:40][CH2:41][O:42][CH2:43][CH2:44]5)=[CH2:34])[CH2:31][CH2:32][C@:20]2([C:45]([OH:47])=[O:46])[CH2:19][CH2:18]4)[CH2:15][CH2:14]3)=[CH:7][CH:6]=1)=[O:4], predict the reactants needed to synthesize it. The reactants are: [CH3:1][O:2][C:3]([C:5]1[CH:10]=[CH:9][C:8]([C:11]2[C:12]([CH3:58])([CH3:57])[C@H:13]3[C@:26]([CH3:29])([CH2:27][CH:28]=2)[C@@H:25]2[C@:16]([CH3:56])([C@@:17]4([CH3:55])[C@H:22]([CH2:23][CH2:24]2)[C@H:21]2[C@H:30]([C:33]([CH2:35][O:36][CH2:37][CH2:38][N:39]5[CH2:44][CH2:43][O:42][CH2:41][CH2:40]5)=[CH2:34])[CH2:31][CH2:32][C@:20]2([C:45]([O:47]CC2C=CC=CC=2)=[O:46])[CH2:19][CH2:18]4)[CH2:15][CH2:14]3)=[CH:7][CH:6]=1)=[O:4].C([SiH](C)C)(C)(C)C.O.[F-].C([N+](CCCC)(CCCC)CCCC)CCC.